From a dataset of Reaction yield outcomes from USPTO patents with 853,638 reactions. Predict the reaction yield, written as a fraction of the theoretical maximum amount of product (1.0 means a 100% yield; for example, 0.34 means a 34% yield). (1) The reactants are [CH:1]1([CH2:6][CH:7]([C:18]2[NH:19][C:20]([C:23]([CH:25]3[CH2:27][CH2:26]3)=[O:24])=[CH:21][N:22]=2)[C:8]2[CH:13]=[CH:12][C:11]([S:14]([CH3:17])(=[O:16])=[O:15])=[CH:10][CH:9]=2)[CH2:5][CH2:4][CH2:3][CH2:2]1.[Cl:28]N1C(=O)CCC1=O.C(=O)([O-])O.[Na+].S([O-])([O-])(=O)=S.[Na+].[Na+]. The catalyst is ClCCCl. The product is [Cl:28][C:21]1[N:22]=[C:18]([CH:7]([C:8]2[CH:9]=[CH:10][C:11]([S:14]([CH3:17])(=[O:16])=[O:15])=[CH:12][CH:13]=2)[CH2:6][CH:1]2[CH2:2][CH2:3][CH2:4][CH2:5]2)[NH:19][C:20]=1[C:23]([CH:25]1[CH2:27][CH2:26]1)=[O:24]. The yield is 0.0900. (2) The reactants are [H-].[Na+].[F:3][CH:4]([C:10]([O:12]CC)=O)[C:5]([O:7]CC)=O.Br.[O:16]1[CH2:21][CH2:20][N:19]([C:22]([NH2:24])=[NH:23])[CH2:18][CH2:17]1. The catalyst is CCO. The product is [F:3][C:4]1[C:5]([OH:7])=[N:23][C:22]([N:19]2[CH2:20][CH2:21][O:16][CH2:17][CH2:18]2)=[N:24][C:10]=1[OH:12]. The yield is 0.120. (3) The reactants are S(Cl)(Cl)=O.[Cl:5][C:6]1[CH:11]=[CH:10][C:9]([N+:12]([O-:14])=[O:13])=[CH:8][C:7]=1[CH2:15][C:16]([OH:18])=[O:17].[CH3:19][CH2:20]O. No catalyst specified. The product is [Cl:5][C:6]1[CH:11]=[CH:10][C:9]([N+:12]([O-:14])=[O:13])=[CH:8][C:7]=1[CH2:15][C:16]([O:18][CH2:19][CH3:20])=[O:17]. The yield is 0.990. (4) The reactants are [CH2:1]1[CH2:6][C@H:5]([C:7]([OH:9])=[O:8])[CH2:4][CH2:3][C@H:2]1[CH2:10][NH2:11].[C:12]([O:17][CH:18]([O:22][C:23](ON1C(=O)CCC1=O)=[O:24])[CH2:19][CH2:20][CH3:21])(=[O:16])[CH2:13][CH2:14][CH3:15]. The catalyst is CC(OC)(C)C.CC(C)=O.O. The product is [C:12]([O:17][CH:18]([O:22][C:23]([NH:11][CH2:10][C@H:2]1[CH2:3][CH2:4][C@H:5]([C:7]([OH:9])=[O:8])[CH2:6][CH2:1]1)=[O:24])[CH2:19][CH2:20][CH3:21])(=[O:16])[CH2:13][CH2:14][CH3:15]. The yield is 0.270. (5) The reactants are Cl.[NH2:2][C:3]1[CH:8]=[CH:7][C:6]([C:9]2[CH:10]=[CH:11][C:12]([NH:15][CH2:16][CH2:17][N:18]3[CH2:23][CH2:22][C:21]([F:25])([F:24])[CH2:20][CH2:19]3)=[N:13][CH:14]=2)=[CH:5][CH:4]=1.[C:26]([C:30]1[O:34][N:33]=[C:32]([NH:35][C:36](=O)[O:37]C2C=CC=CC=2)[CH:31]=1)([CH3:29])([CH3:28])[CH3:27]. The catalyst is CN(C=O)C.CN(C1C=CN=CC=1)C. The product is [C:26]([C:30]1[O:34][N:33]=[C:32]([NH:35][C:36]([NH:2][C:3]2[CH:4]=[CH:5][C:6]([C:9]3[CH:14]=[N:13][C:12]([NH:15][CH2:16][CH2:17][N:18]4[CH2:23][CH2:22][C:21]([F:25])([F:24])[CH2:20][CH2:19]4)=[CH:11][CH:10]=3)=[CH:7][CH:8]=2)=[O:37])[CH:31]=1)([CH3:29])([CH3:27])[CH3:28]. The yield is 0.450. (6) The reactants are [F:1][C:2]([F:26])([F:25])[C:3]1[CH:4]=[C:5]([C:9]2[S:13][C:12]([CH2:14][N:15]3[CH:19]=[C:18]([C:20]([O:22]CC)=[O:21])[CH:17]=[N:16]3)=[CH:11][CH:10]=2)[CH:6]=[CH:7][CH:8]=1.[OH-].[Na+].O. The catalyst is C(O)C.O1CCCC1. The product is [F:25][C:2]([F:1])([F:26])[C:3]1[CH:4]=[C:5]([C:9]2[S:13][C:12]([CH2:14][N:15]3[CH:19]=[C:18]([C:20]([OH:22])=[O:21])[CH:17]=[N:16]3)=[CH:11][CH:10]=2)[CH:6]=[CH:7][CH:8]=1. The yield is 0.690. (7) The reactants are [H-].[Na+].[OH:3][CH2:4][CH:5]([CH2:7][OH:8])[OH:6].[CH3:9][C:10]([CH2:26][CH2:27][CH2:28][CH:29]([CH3:36])[CH2:30][CH2:31][CH2:32][CH:33]([CH3:35])[CH3:34])=[CH:11][CH2:12][CH2:13][CH2:14]OS(C1C=CC(C)=CC=1)(=O)=O.O. The catalyst is CN(C)C=O. The product is [CH3:9][C:10]([CH2:26][CH2:27][CH2:28][CH:29]([CH3:36])[CH2:30][CH2:31][CH2:32][CH:33]([CH3:35])[CH3:34])=[CH:11][CH2:12][CH2:13][CH2:14][O:3][CH2:4][CH:5]([CH2:7][OH:8])[OH:6]. The yield is 0.0600. (8) The reactants are [OH:1][C:2]1[CH:7]=[CH:6][C:5]([NH:8][C:9](=[O:16])[C:10]2[CH:15]=[CH:14][CH:13]=[CH:12][CH:11]=2)=[C:4]([C:17]([C:19]2[CH:24]=[CH:23][CH:22]=[CH:21][CH:20]=2)=[O:18])[CH:3]=1.C(=O)([O-])[O-].[K+].[K+].[CH2:31](Br)[C:32]1[CH:37]=[CH:36][CH:35]=[CH:34][CH:33]=1.O. The catalyst is CN(C)C=O. The product is [C:10]1([C:9]([NH:8][C:5]2[CH:6]=[CH:7][C:2]([O:1][CH2:31][C:32]3[CH:37]=[CH:36][CH:35]=[CH:34][CH:33]=3)=[CH:3][C:4]=2[C:17]([C:19]2[CH:20]=[CH:21][CH:22]=[CH:23][CH:24]=2)=[O:18])=[O:16])[CH:15]=[CH:14][CH:13]=[CH:12][CH:11]=1. The yield is 0.630. (9) The yield is 0.540. The catalyst is CO. The reactants are [C:1](=O)([S:3][CH2:4][C:5]1[O:6][C:7]([C:10]2[CH:11]=[N:12][CH:13]=[CH:14][CH:15]=2)=[CH:8][CH:9]=1)C.C[O-].[Na+].CI.C(=O)(O)[O-].[Na+]. The product is [CH3:1][S:3][CH2:4][C:5]1[O:6][C:7]([C:10]2[CH:11]=[N:12][CH:13]=[CH:14][CH:15]=2)=[CH:8][CH:9]=1. (10) The reactants are C[O:2][C:3](=[O:26])[C@:4](C1C=CC(Br)=CC=1)([NH:6][C:7]([C:9]1[N:10]=[CH:11][C:12]2[C:17]([CH:18]=1)=[CH:16][CH:15]=[CH:14][CH:13]=2)=[O:8])[CH3:5].[CH3:27][O:28][C:29]1[CH:34]=[CH:33][C:32](B(O)O)=[CH:31][CH:30]=1. No catalyst specified. The product is [CH:11]1[C:12]2[C:17](=[CH:16][CH:15]=[CH:14][CH:13]=2)[CH:18]=[C:9]([C:7]([NH:6][C@@H:4]([CH2:5][C:12]2[CH:17]=[CH:16][C:15]([C:32]3[CH:33]=[CH:34][C:29]([O:28][CH3:27])=[CH:30][CH:31]=3)=[CH:14][CH:13]=2)[C:3]([OH:2])=[O:26])=[O:8])[N:10]=1. The yield is 0.820.